From a dataset of Reaction yield outcomes from USPTO patents with 853,638 reactions. Predict the reaction yield, written as a fraction of the theoretical maximum amount of product (1.0 means a 100% yield; for example, 0.34 means a 34% yield). (1) The reactants are Br[C:2]1[NH:6][CH:5]=[C:4]([CH:7]=[O:8])[CH:3]=1.[CH3:9][C:10]1[CH:15]=[CH:14][CH:13]=[CH:12][C:11]=1B(O)O.C(=O)([O-])[O-].[Na+].[Na+].COCCOC. The catalyst is O. The product is [CH3:9][C:10]1[CH:15]=[CH:14][CH:13]=[CH:12][C:11]=1[C:2]1[NH:6][CH:5]=[C:4]([CH:7]=[O:8])[CH:3]=1. The yield is 0.680. (2) The reactants are [OH:1][C:2]1([CH2:15][CH2:16][CH:17]([CH3:19])[CH3:18])[C:11]2[C:6](=[CH:7][CH:8]=[CH:9][CH:10]=2)[C:5]([O:12][CH3:13])=[CH:4][C:3]1=[O:14].[H-].[Na+].[CH3:22]I. The catalyst is CN(C)C=O. The product is [CH3:22][O:1][C:2]1([CH2:15][CH2:16][CH:17]([CH3:19])[CH3:18])[C:11]2[C:6](=[CH:7][CH:8]=[CH:9][CH:10]=2)[C:5]([O:12][CH3:13])=[CH:4][C:3]1=[O:14]. The yield is 0.840.